Dataset: hERG potassium channel inhibition data for cardiac toxicity prediction from Karim et al.. Task: Regression/Classification. Given a drug SMILES string, predict its toxicity properties. Task type varies by dataset: regression for continuous values (e.g., LD50, hERG inhibition percentage) or binary classification for toxic/non-toxic outcomes (e.g., AMES mutagenicity, cardiotoxicity, hepatotoxicity). Dataset: herg_karim. (1) The compound is CSc1ncccc1C(=O)N1CCC(NCc2cncn2Cc2ccc(C#N)cc2)C1. The result is 1 (blocker). (2) The compound is C[C@@H](N[C@@H]1CCCc2c1[nH]c1ccc(Br)cc21)c1ccccc1. The result is 1 (blocker). (3) The drug is N[C@H](C(=O)N1CCCC1)C1CCC(NC(=O)OCc2ccccc2)CC1. The result is 0 (non-blocker). (4) The compound is CC(=O)Nc1ccc(-c2nc(NCc3ccccn3)c3c(-c4ccccc4)cccc3n2)cn1. The result is 0 (non-blocker). (5) The compound is CC(C)COC[C@@H](CN(Cc1ccccc1)c1ccccc1)[NH+]1CCCC1. The result is 1 (blocker). (6) The compound is COC(=O)N(NC(=O)c1c(CN2CCNCC2)c(-c2ccccc2)nc2c(F)cccc12)c1ccccc1. The result is 1 (blocker). (7) The drug is C[C@H](Nc1ccc(C(N)=O)c2[nH]c3cc(-c4cnn(C)c4)ccc3c12)C(C)(C)C. The result is 0 (non-blocker). (8) The molecule is Cc1ccc(NC(=O)NS(=O)(=O)c2ccc(OCCCN3CCCC3)cc2)cc1. The result is 0 (non-blocker). (9) The compound is O=c1[nH]c2ccccc2n1CCCN1CCN(C(c2ccccc2)c2ccccc2)CC1. The result is 1 (blocker).